From a dataset of Reaction yield outcomes from USPTO patents with 853,638 reactions. Predict the reaction yield, written as a fraction of the theoretical maximum amount of product (1.0 means a 100% yield; for example, 0.34 means a 34% yield). (1) The yield is 0.670. The catalyst is C(Cl)Cl. The reactants are [OH:1][CH2:2][CH2:3][CH2:4][C:5](=[O:7])[CH3:6].N1C=CN=C1.[CH3:13][C:14]([Si:17](Cl)([CH3:19])[CH3:18])([CH3:16])[CH3:15]. The product is [Si:17]([O:1][CH2:2][CH2:3][CH2:4][C:5](=[O:7])[CH3:6])([C:14]([CH3:16])([CH3:15])[CH3:13])([CH3:19])[CH3:18]. (2) The reactants are [CH2:1]([OH:8])[C:2]1[CH:7]=[CH:6][CH:5]=[CH:4][CH:3]=1.[H-].[Na+].C[O:12][CH2:13][C@@H:14]1[O:16][CH2:15]1.[C:17](OCC)(=[O:19])C.CCCCCC.C1C[O:32]CC1. No catalyst specified. The product is [CH2:1]([O:8][O:32][CH2:15][C@H:14]([CH2:13][O:12][O:19][CH3:17])[OH:16])[C:2]1[CH:7]=[CH:6][CH:5]=[CH:4][CH:3]=1. The yield is 0.220.